Dataset: HIV replication inhibition screening data with 41,000+ compounds from the AIDS Antiviral Screen. Task: Binary Classification. Given a drug SMILES string, predict its activity (active/inactive) in a high-throughput screening assay against a specified biological target. (1) The compound is Cc1cccc(C)c1NC(=O)CCC(=O)NNC(=O)c1cc(O)c2ccccc2c1. The result is 0 (inactive). (2) The drug is COc1ccccc1C12OC(=O)C1(C)Oc1ccccc1C2=O. The result is 0 (inactive). (3) The result is 0 (inactive). The compound is CCOC(=O)c1sc2c(C(=O)OCC)c3ccccn3c2c1C. (4) The compound is CN1C(=O)NC(=O)C(=CNc2ncccn2)C1=O. The result is 0 (inactive). (5) The compound is CN(c1ccccc1)S(=O)(=O)c1ccc(Cl)cc1. The result is 0 (inactive). (6) The drug is CC1=CC(c2ccccc2)n2c(nc3cc4ccccc4cc32)N1. The result is 0 (inactive).